The task is: Predict the reactants needed to synthesize the given product.. This data is from Full USPTO retrosynthesis dataset with 1.9M reactions from patents (1976-2016). (1) Given the product [CH2:22]([O:24][CH2:2][C:3]1[C:11]2[O:10][C:9]([C:12]3[CH:17]=[CH:16][C:15]([OH:18])=[CH:14][CH:13]=3)=[CH:8][C:7]=2[CH:6]=[C:5]([OH:19])[CH:4]=1)[CH3:23], predict the reactants needed to synthesize it. The reactants are: Br[CH2:2][C:3]1[C:11]2[O:10][C:9]([C:12]3[CH:17]=[CH:16][C:15]([OH:18])=[CH:14][CH:13]=3)=[CH:8][C:7]=2[CH:6]=[C:5]([OH:19])[CH:4]=1.[OH-].[K+].[CH2:22]([OH:24])[CH3:23]. (2) The reactants are: [C:1]([C:3]1[CH:27]=[CH:26][C:6]([C:7]([NH:9][C:10]2[CH:11]=[CH:12][C:13]([O:16][C:17]3[CH:25]=[CH:24][C:20]([C:21](O)=[O:22])=[CH:19][CH:18]=3)=[N:14][CH:15]=2)=[O:8])=[CH:5][CH:4]=1)#[N:2].C(N(CC)CC)C.ClC(OCC)=O.[BH4-].[Na+]. Given the product [C:1]([C:3]1[CH:27]=[CH:26][C:6]([C:7]([NH:9][C:10]2[CH:15]=[N:14][C:13]([O:16][C:17]3[CH:25]=[CH:24][C:20]([CH2:21][OH:22])=[CH:19][CH:18]=3)=[CH:12][CH:11]=2)=[O:8])=[CH:5][CH:4]=1)#[N:2], predict the reactants needed to synthesize it. (3) Given the product [CH2:14]([C:2]1[CH:9]=[CH:8][C:5]([C:6]#[N:7])=[CH:4][C:3]=1[O:10][CH3:11])[CH:13]=[CH2:12], predict the reactants needed to synthesize it. The reactants are: Br[C:2]1[CH:9]=[CH:8][C:5]([C:6]#[N:7])=[CH:4][C:3]=1[O:10][CH3:11].[CH2:12]([Sn](CCCC)(CCCC)CCCC)[CH:13]=[CH2:14].[Li+].[Cl-]. (4) The reactants are: [C:1]([O:5][C:6]([N:8]1[CH2:13][CH2:12][CH:11]([C:14](=[O:23])[CH2:15][C:16]2[CH:21]=[CH:20][CH:19]=[CH:18][C:17]=2Br)[CH2:10][CH2:9]1)=[O:7])([CH3:4])([CH3:3])[CH3:2].[N:24]1[CH:29]=[CH:28][CH:27]=[C:26](B2OCCCO2)[CH:25]=1.C(=O)([O-])[O-].[Cs+].[Cs+].O. Given the product [C:1]([O:5][C:6]([N:8]1[CH2:13][CH2:12][CH:11]([C:14](=[O:23])[CH2:15][C:16]2[CH:21]=[CH:20][CH:19]=[CH:18][C:17]=2[C:26]2[CH:25]=[N:24][CH:29]=[CH:28][CH:27]=2)[CH2:10][CH2:9]1)=[O:7])([CH3:4])([CH3:3])[CH3:2], predict the reactants needed to synthesize it.